This data is from Full USPTO retrosynthesis dataset with 1.9M reactions from patents (1976-2016). The task is: Predict the reactants needed to synthesize the given product. (1) Given the product [OH:1][C@H:2]1[CH2:7][CH2:6][CH2:5][NH:4][C@H:3]1[C:8]([OH:10])=[O:9], predict the reactants needed to synthesize it. The reactants are: [OH:1][C:2]1[C:3]([C:8]([OH:10])=[O:9])=[N:4][CH:5]=[CH:6][CH:7]=1. (2) Given the product [CH:10]1[C:22]2[CH2:21][C:20]3[C:15](=[CH:16][CH:17]=[CH:18][CH:19]=3)[C:14]=2[CH:13]=[CH:12][CH:11]=1, predict the reactants needed to synthesize it. The reactants are: C(C1C=CC(C[C:10]2[C:22]3[CH2:21][C:20]4[C:15](=[CH:16][CH:17]=[CH:18][CH:19]=4)[C:14]=3[CH:13]=[CH:12][CH:11]=2)=CC=1)=C.CO. (3) Given the product [NH2:1][C:2]1[S:3][CH:4]=[C:5]([C:7]([NH:10][C@@H:11]([CH3:28])[CH2:12][N:13]2[CH:17]=[CH:16][C:15]([C:18]3[CH:25]=[CH:24][C:21]([C:22]#[N:23])=[C:20]([Cl:26])[C:19]=3[CH3:27])=[N:14]2)=[O:9])[N:6]=1, predict the reactants needed to synthesize it. The reactants are: [NH2:1][C:2]1[S:3][CH:4]=[C:5]([C:7]([OH:9])=O)[N:6]=1.[NH2:10][C@@H:11]([CH3:28])[CH2:12][N:13]1[CH:17]=[CH:16][C:15]([C:18]2[CH:25]=[CH:24][C:21]([C:22]#[N:23])=[C:20]([Cl:26])[C:19]=2[CH3:27])=[N:14]1.